From a dataset of Catalyst prediction with 721,799 reactions and 888 catalyst types from USPTO. Predict which catalyst facilitates the given reaction. (1) Reactant: [NH2:1][C:2]1[CH:23]=[CH:22][C:5]([CH2:6][NH:7][CH:8]=[C:9]2[C:18]3[C:13](=[CH:14][CH:15]=[C:16]([I:19])[CH:17]=3)[C:12](=[O:20])[NH:11][C:10]2=[O:21])=[CH:4][C:3]=1[OH:24].C(N(CC)CC)C.[CH3:32][N:33]([CH2:35][C:36](O)=[O:37])[CH3:34].Cl.CN(C)CCCN=C=NCC.ON1C2C=CC=CC=2N=N1. Product: [OH:24][C:3]1[CH:4]=[C:5]([CH2:6][NH:7]/[CH:8]=[C:9]2\[C:10](=[O:21])[NH:11][C:12](=[O:20])[C:13]3[C:18]\2=[CH:17][C:16]([I:19])=[CH:15][CH:14]=3)[CH:22]=[CH:23][C:2]=1[NH:1][C:36](=[O:37])[CH2:35][N:33]([CH3:34])[CH3:32]. The catalyst class is: 9. (2) Reactant: [CH3:1][CH:2]1[CH2:7][N:6]([C:8]2[CH:9]=[CH:10][C:11]([N+:15]([O-])=O)=[C:12]([CH:14]=2)[NH2:13])[CH2:5][CH2:4][O:3]1.[H][H]. Product: [CH3:1][CH:2]1[CH2:7][N:6]([C:8]2[CH:14]=[C:12]([NH2:13])[C:11]([NH2:15])=[CH:10][CH:9]=2)[CH2:5][CH2:4][O:3]1. The catalyst class is: 29. (3) Reactant: F[C:2]1[CH:7]=[CH:6][C:5]([N:8]([CH3:18])[S:9]([C:12]2[CH:17]=[CH:16][CH:15]=[CH:14][CH:13]=2)(=[O:11])=[O:10])=[CH:4][C:3]=1[N+:19]([O-:21])=[O:20].[CH2:22]([NH2:29])[C:23]1[CH:28]=[CH:27][CH:26]=[CH:25][CH:24]=1. Product: [CH2:22]([NH:29][C:2]1[CH:7]=[CH:6][C:5]([N:8]([CH3:18])[S:9]([C:12]2[CH:17]=[CH:16][CH:15]=[CH:14][CH:13]=2)(=[O:11])=[O:10])=[CH:4][C:3]=1[N+:19]([O-:21])=[O:20])[C:23]1[CH:28]=[CH:27][CH:26]=[CH:25][CH:24]=1. The catalyst class is: 14. (4) Reactant: [Cl:1][C:2]1[CH:3]=[C:4]([C:8]2[N:13]=[C:12]([C:14]3[NH:18][C:17](=[O:19])[O:16][N:15]=3)[CH:11]=[C:10]3[N:20]=[C:21]([C:31]([C:33]4[CH:38]=[CH:37][CH:36]=[CH:35][C:34]=4[F:39])=[O:32])[N:22]([CH2:23][C@H:24]4[CH2:29][CH2:28][C@H:27]([CH3:30])[CH2:26][CH2:25]4)[C:9]=23)[CH:5]=[N:6][CH:7]=1.[CH3:40][Mg]Br. Product: [Cl:1][C:2]1[CH:3]=[C:4]([C:8]2[N:13]=[C:12]([C:14]3[NH:18][C:17](=[O:19])[O:16][N:15]=3)[CH:11]=[C:10]3[N:20]=[C:21]([C:31]([C:33]4[CH:38]=[CH:37][CH:36]=[CH:35][C:34]=4[F:39])([OH:32])[CH3:40])[N:22]([CH2:23][C@H:24]4[CH2:25][CH2:26][C@H:27]([CH3:30])[CH2:28][CH2:29]4)[C:9]=23)[CH:5]=[N:6][CH:7]=1. The catalyst class is: 7. (5) Reactant: [NH2:1][C:2]1[CH:7]=[CH:6][CH:5]=[CH:4][N:3]=1.[H-].[Na+].[Cl:10][C:11]1[CH:12]=[C:13](Cl)[C:14]2[N:15]([CH:17]=[CH:18][N:19]=2)[N:16]=1. Product: [Cl:10][C:11]1[CH:12]=[C:13]([NH:1][C:2]2[CH:7]=[CH:6][CH:5]=[CH:4][N:3]=2)[C:14]2[N:15]([CH:17]=[CH:18][N:19]=2)[N:16]=1. The catalyst class is: 9. (6) Reactant: [F:1][C:2]1[CH:7]=[CH:6][CH:5]=[C:4]([F:8])[C:3]=1[NH:9][C:10]([C:12]1[CH:16]=[CH:15][NH:14][N:13]=1)=[O:11].Br[CH2:18][C:19]1[CH:24]=[CH:23][CH:22]=[CH:21][C:20]=1[O:25][CH2:26][CH2:27][CH2:28][CH3:29]. Product: [CH2:26]([O:25][C:20]1[CH:21]=[CH:22][CH:23]=[CH:24][C:19]=1[CH2:18][N:14]1[CH:15]=[CH:16][C:12]([C:10]([NH:9][C:3]2[C:4]([F:8])=[CH:5][CH:6]=[CH:7][C:2]=2[F:1])=[O:11])=[N:13]1)[CH2:27][CH2:28][CH3:29]. The catalyst class is: 3. (7) Reactant: [NH2:1][C:2]1[C:10]2[C:9]([C:11]3[CH:16]=[CH:15][C:14]([Cl:17])=[C:13]([Cl:18])[CH:12]=3)=[N:8][C:7](S(C)=O)=[N:6][C:5]=2[S:4][C:3]=1[C:22]([NH2:24])=[O:23].[NH2:25][C@@H:26]1[CH2:30][CH2:29][N:28]([C:31]([O:33][C:34]([CH3:37])([CH3:36])[CH3:35])=[O:32])[CH2:27]1. Product: [NH2:1][C:2]1[C:10]2[C:9]([C:11]3[CH:16]=[CH:15][C:14]([Cl:17])=[C:13]([Cl:18])[CH:12]=3)=[N:8][C:7]([NH:25][C@@H:26]3[CH2:30][CH2:29][N:28]([C:31]([O:33][C:34]([CH3:37])([CH3:36])[CH3:35])=[O:32])[CH2:27]3)=[N:6][C:5]=2[S:4][C:3]=1[C:22](=[O:23])[NH2:24]. The catalyst class is: 1. (8) Reactant: [NH2:1][C:2]1[CH:7]=[CH:6][C:5]([Br:8])=[CH:4][N:3]=1.Br[CH2:10][C:11]([C:13]1[CH:18]=[CH:17][C:16]([Cl:19])=[CH:15][CH:14]=1)=O.C(=O)([O-])O.[Na+].C(O)CC. Product: [Br:8][C:5]1[CH:6]=[CH:7][C:2]2[N:3]([CH:10]=[C:11]([C:13]3[CH:18]=[CH:17][C:16]([Cl:19])=[CH:15][CH:14]=3)[N:1]=2)[CH:4]=1. The catalyst class is: 6. (9) Reactant: [O:1]=[C:2]1[CH2:10][C:9]2[C:4](=[CH:5][CH:6]=[C:7]([C:11]3[N:15]=[C:14]([CH2:16][CH2:17][C@@H:18]([NH:30]C(=O)OC(C)(C)C)[CH2:19][C:20]4[CH:25]=[CH:24][C:23]([C:26]([F:29])([F:28])[F:27])=[CH:22][CH:21]=4)[O:13][N:12]=3)[CH:8]=2)[NH:3]1.C(O)(C(F)(F)F)=O. Product: [NH2:30][C@@H:18]([CH2:19][C:20]1[CH:21]=[CH:22][C:23]([C:26]([F:27])([F:29])[F:28])=[CH:24][CH:25]=1)[CH2:17][CH2:16][C:14]1[O:13][N:12]=[C:11]([C:7]2[CH:8]=[C:9]3[C:4](=[CH:5][CH:6]=2)[NH:3][C:2](=[O:1])[CH2:10]3)[N:15]=1. The catalyst class is: 2. (10) Reactant: [CH3:1][S:2]([C:5]1[CH:10]=[CH:9][C:8]([CH:11]2[CH2:20][CH2:19][C:18]3[C:13](=[CH:14][CH:15]=[C:16]([O:21][CH3:22])[CH:17]=3)[C:12]2=O)=[CH:7][CH:6]=1)(=[O:4])=[O:3].P(Br)(Br)[Br:25]. Product: [Br:25][C:12]1[C:13]2[C:18](=[CH:17][C:16]([O:21][CH3:22])=[CH:15][CH:14]=2)[CH2:19][CH2:20][C:11]=1[C:8]1[CH:9]=[CH:10][C:5]([S:2]([CH3:1])(=[O:4])=[O:3])=[CH:6][CH:7]=1. The catalyst class is: 1.